This data is from Forward reaction prediction with 1.9M reactions from USPTO patents (1976-2016). The task is: Predict the product of the given reaction. (1) Given the reactants [OH:1][CH:2]1[CH:7]([C:8]2[CH:13]=[CH:12][C:11]([CH3:14])=[CH:10][CH:9]=2)[CH2:6][CH2:5][N:4]([C:15]([O:17][C:18]([CH3:21])([CH3:20])[CH3:19])=[O:16])[CH2:3]1.Br[CH2:23][C:24]1[CH:33]=[CH:32][C:31]2[C:26](=[CH:27][CH:28]=[CH:29][CH:30]=2)[CH:25]=1, predict the reaction product. The product is: [CH:25]1[C:26]2[C:31](=[CH:30][CH:29]=[CH:28][CH:27]=2)[CH:32]=[CH:33][C:24]=1[CH2:23][O:1][CH:2]1[CH:7]([C:8]2[CH:13]=[CH:12][C:11]([CH3:14])=[CH:10][CH:9]=2)[CH2:6][CH2:5][N:4]([C:15]([O:17][C:18]([CH3:21])([CH3:20])[CH3:19])=[O:16])[CH2:3]1. (2) The product is: [Br:21][C:19]1[CH:18]=[CH:17][C:15]2[O:16][C:11]3[C:10](=[O:22])[NH:9][C:8]([C:5]4[CH:6]=[CH:7][C:2]([NH:1][C:25]([NH:37][C:38]5[CH:43]=[CH:42][N:41]=[CH:40][CH:39]=5)=[O:26])=[CH:3][C:4]=4[Cl:23])=[N:13][C:12]=3[C:14]=2[CH:20]=1. Given the reactants [NH2:1][C:2]1[CH:7]=[CH:6][C:5]([C:8]2[NH:9][C:10](=[O:22])[C:11]3[O:16][C:15]4[CH:17]=[CH:18][C:19]([Br:21])=[CH:20][C:14]=4[C:12]=3[N:13]=2)=[C:4]([Cl:23])[CH:3]=1.Cl[C:25](OC1C=CC([N+]([O-])=O)=CC=1)=[O:26].[NH2:37][C:38]1[CH:43]=[CH:42][N:41]=[CH:40][CH:39]=1, predict the reaction product. (3) The product is: [CH:22]1([NH:25][C:26](=[O:27])[C:28]2[CH:33]=[C:32]([C:2]3[CH:3]=[C:4]4[C:8](=[CH:9][CH:10]=3)[N:7]([C:11]3[CH:16]=[CH:15][C:14]([CH2:17][C:18]([NH:20][CH3:21])=[O:19])=[CH:13][CH:12]=3)[N:6]=[CH:5]4)[C:31]([CH3:37])=[C:30]([F:38])[CH:29]=2)[CH2:23][CH2:24]1. Given the reactants Br[C:2]1[CH:3]=[C:4]2[C:8](=[CH:9][CH:10]=1)[N:7]([C:11]1[CH:16]=[CH:15][C:14]([CH2:17][C:18]([NH:20][CH3:21])=[O:19])=[CH:13][CH:12]=1)[N:6]=[CH:5]2.[CH:22]1([NH:25][C:26]([C:28]2[CH:29]=[C:30]([F:38])[C:31]([CH3:37])=[C:32](B(O)O)[CH:33]=2)=[O:27])[CH2:24][CH2:23]1.C(=O)([O-])O.[Na+], predict the reaction product. (4) Given the reactants [C:1]([O:5][C:6]([N:8]1[CH2:13][CH2:12][C:11]([OH:15])([CH3:14])[CH2:10][CH2:9]1)=[O:7])([CH3:4])([CH3:3])[CH3:2].[OH:16][C:17]1[CH:22]=[CH:21][CH:20]=[CH:19][C:18]=1[C:23]([F:26])([F:25])[F:24].C1(P(C2C=CC=CC=2)C2C=CC=CC=2)C=CC=CC=1.N(C(OCC)=O)=NC(OCC)=O, predict the reaction product. The product is: [CH3:14][C:11]1([O:15][C:17]2[CH:22]=[CH:21][CH:20]=[CH:19][C:18]=2[C:23]([F:26])([F:25])[F:24])[CH2:10][CH2:9][NH:8][CH2:13][CH2:12]1.[C:1]([O:5][C:6]([N:8]1[CH2:13][CH2:12][C:11]([CH3:14])([O:16][C:17]2[CH:22]=[CH:21][CH:20]=[CH:19][C:18]=2[C:23]([F:24])([F:25])[F:26])[CH2:10][CH2:9]1)=[O:7])([CH3:4])([CH3:2])[CH3:3]. (5) Given the reactants [NH2:1][C:2]1[C:10]2[C:5](=[N:6][C:7]([C:11]3[CH:12]=[C:13]([CH:20]=[CH:21][C:22]=3[CH3:23])[C:14]([NH:16][CH:17]3[CH2:19][CH2:18]3)=[O:15])=[CH:8][CH:9]=2)[NH:4][N:3]=1.[CH2:24]([S:27](Cl)(=[O:29])=[O:28])[CH2:25][CH3:26], predict the reaction product. The product is: [CH:17]1([NH:16][C:14](=[O:15])[C:13]2[CH:20]=[CH:21][C:22]([CH3:23])=[C:11]([C:7]3[N:6]=[C:5]4[NH:4][N:3]=[C:2]([NH:1][S:27]([CH2:24][CH2:25][CH3:26])(=[O:29])=[O:28])[C:10]4=[CH:9][CH:8]=3)[CH:12]=2)[CH2:18][CH2:19]1.